From a dataset of Catalyst prediction with 721,799 reactions and 888 catalyst types from USPTO. Predict which catalyst facilitates the given reaction. Reactant: [NH2:1][C:2]1[CH:10]=[CH:9][C:8]([C:11]#[N:12])=[CH:7][C:3]=1[C:4]([OH:6])=[O:5].C(N(CC)CC)C.[Cl:20][CH2:21][C:22](Cl)=O. Product: [Cl:20][CH2:21][C:22]1[O:5][C:4](=[O:6])[C:3]2[CH:7]=[C:8]([C:11]#[N:12])[CH:9]=[CH:10][C:2]=2[N:1]=1. The catalyst class is: 2.